This data is from Reaction yield outcomes from USPTO patents with 853,638 reactions. The task is: Predict the reaction yield, written as a fraction of the theoretical maximum amount of product (1.0 means a 100% yield; for example, 0.34 means a 34% yield). (1) The reactants are Br[C:2]1[CH:7]=[CH:6][C:5]([F:8])=[CH:4][C:3]=1[C:9]1[N:13]([CH3:14])[N:12]=[C:11]([CH3:15])[N:10]=1.[Cu][C:17]#[N:18]. No catalyst specified. The product is [CH3:14][N:13]1[C:9]([C:3]2[CH:4]=[C:5]([F:8])[CH:6]=[CH:7][C:2]=2[C:17]#[N:18])=[N:10][C:11]([CH3:15])=[N:12]1. The yield is 0.870. (2) The reactants are [CH3:1][C:2]1([CH3:20])[C:7]2[CH:8]=[C:9]([C:12]3[NH:16][C:15]([C:17]#[N:18])=[CH:14][CH:13]=3)[CH:10]=[CH:11][C:6]=2[NH:5][C:4](=[O:19])[O:3]1.[C:21](=O)([O-])[O-].[K+].[K+].IC.O. The catalyst is CN(C)C=O. The product is [CH3:1][C:2]1([CH3:20])[C:7]2[CH:8]=[C:9]([C:12]3[N:16]([CH3:21])[C:15]([C:17]#[N:18])=[CH:14][CH:13]=3)[CH:10]=[CH:11][C:6]=2[NH:5][C:4](=[O:19])[O:3]1. The yield is 0.410. (3) The reactants are C(O[B:5]1[O:9][C:8]([CH3:11])([CH3:10])[C:7]([CH3:13])([CH3:12])[O:6]1)(C)C.C([Li])CCC.[F:19][C:20]1[CH:21]=[C:22]([C:27]2([OH:33])[CH2:32][CH2:31][O:30][CH2:29][CH2:28]2)[CH:23]=[C:24]([F:26])[CH:25]=1. No catalyst specified. The product is [F:26][C:24]1[CH:23]=[C:22]([C:27]2([OH:33])[CH2:32][CH2:31][O:30][CH2:29][CH2:28]2)[CH:21]=[C:20]([F:19])[C:25]=1[B:5]1[O:6][C:7]([CH3:12])([CH3:13])[C:8]([CH3:10])([CH3:11])[O:9]1. The yield is 0.970. (4) The reactants are [NH2:1][C:2]1[CH:3]=[C:4]2[C:9](=[C:10]([O:12][CH3:13])[CH:11]=1)[N:8]=[CH:7][C:6]([C:14]#[N:15])=[C:5]2[NH:16][C:17]1[CH:22]=[CH:21][C:20]([F:23])=[C:19]([Cl:24])[CH:18]=1.[N:25]1[CH:30]=[CH:29][CH:28]=[C:27]([CH:31]=O)[CH:26]=1.[BH3-]C#N.[Na+]. The catalyst is CCO. The product is [Cl:24][C:19]1[CH:18]=[C:17]([NH:16][C:5]2[C:4]3[C:9](=[C:10]([O:12][CH3:13])[CH:11]=[C:2]([NH:1][CH2:31][C:27]4[CH:26]=[N:25][CH:30]=[CH:29][CH:28]=4)[CH:3]=3)[N:8]=[CH:7][C:6]=2[C:14]#[N:15])[CH:22]=[CH:21][C:20]=1[F:23]. The yield is 0.210.